From a dataset of Retrosynthesis with 50K atom-mapped reactions and 10 reaction types from USPTO. Predict the reactants needed to synthesize the given product. (1) The reactants are: COc1ccc(O)cc1.O=C1C(S(=O)(=O)c2ccc(F)cc2)CCCCN1OC(c1ccccc1)(c1ccccc1)c1ccccc1. Given the product COc1ccc(Oc2ccc(S(=O)(=O)C3CCCCN(OC(c4ccccc4)(c4ccccc4)c4ccccc4)C3=O)cc2)cc1, predict the reactants needed to synthesize it. (2) Given the product CCCCCCCCC=CCCCCCCCC(=O)NCCN=[N+]=[N-], predict the reactants needed to synthesize it. The reactants are: CCCCCCCCC=CCCCCCCCC(=O)Cl.[N-]=[N+]=NCCN. (3) Given the product CC(C)(C)OC(=O)N1CCc2cc(OCCCN3CCCCC3)ccc2C1, predict the reactants needed to synthesize it. The reactants are: CC(C)(C)OC(=O)N1CCc2cc(O)ccc2C1.ClCCCN1CCCCC1. (4) Given the product COC(=O)c1cccc(Cc2c(N3CCCC3)nn3c([Si](C)(C)C)c(Cl)ccc23)n1, predict the reactants needed to synthesize it. The reactants are: COC(=O)c1cccc(C(O)c2c(N3CCCC3)nn3c([Si](C)(C)C)c(Cl)ccc23)n1. (5) Given the product CC(C)(C)OC(=O)[C@H](CNC(=O)c1ccc(COCCNC(=O)OCc2ccccc2)cc1)NS(=O)(=O)c1ccccc1, predict the reactants needed to synthesize it. The reactants are: CC(C)(C)OC(=O)[C@H](CN)NS(=O)(=O)c1ccccc1.O=C(NCCOCc1ccc(C(=O)O)cc1)OCc1ccccc1. (6) Given the product O=C(NCC1CCCCN1)c1cc(OCC(F)(F)F)ccc1OCC(F)(F)F, predict the reactants needed to synthesize it. The reactants are: NCC1CCCCN1.O=C(OCC(F)(F)F)c1cc(OCC(F)(F)F)ccc1OCC(F)(F)F.